Task: Predict the product of the given reaction.. Dataset: Forward reaction prediction with 1.9M reactions from USPTO patents (1976-2016) Given the reactants [S:1]1[CH:5]=[CH:4][CH:3]=[C:2]1[C:6]([NH:8][C:9]1[CH:10]=[CH:11][CH:12]=[C:13]2[C:17]=1[NH:16][C:15]([C:18]([O:20]CC)=[O:19])=[CH:14]2)=[O:7].CO.[OH-].[K+].C(O)(=O)CC(CC(O)=O)(C(O)=O)O, predict the reaction product. The product is: [S:1]1[CH:5]=[CH:4][CH:3]=[C:2]1[C:6]([NH:8][C:9]1[CH:10]=[CH:11][CH:12]=[C:13]2[C:17]=1[NH:16][C:15]([C:18]([OH:20])=[O:19])=[CH:14]2)=[O:7].